Predict which catalyst facilitates the given reaction. From a dataset of Catalyst prediction with 721,799 reactions and 888 catalyst types from USPTO. (1) Reactant: [Cl-].[NH4+].[CH2:3]([S:5][C:6]1[CH:11]=[CH:10][C:9]([N+:12]([O-])=O)=[CH:8][C:7]=1[CH3:15])[CH3:4].O. Product: [CH2:3]([S:5][C:6]1[CH:11]=[CH:10][C:9]([NH2:12])=[CH:8][C:7]=1[CH3:15])[CH3:4]. The catalyst class is: 284. (2) Reactant: C([N:8]([CH2:19][CH2:20][C:21]1[CH:26]=[CH:25][C:24]([S:27]([C:30]2[CH:31]=[C:32]([CH:38]=[CH:39][CH:40]=2)[C:33]([O:35][CH2:36][CH3:37])=[O:34])(=[O:29])=[O:28])=[CH:23][CH:22]=1)[CH2:9][C@@H:10]([C:12]1[CH:17]=[CH:16][CH:15]=[C:14]([Cl:18])[CH:13]=1)[OH:11])C1C=CC=CC=1.Cl.C(OCC)(=O)C. Product: [ClH:18].[Cl:18][C:14]1[CH:13]=[C:12]([C@@H:10]([OH:11])[CH2:9][NH:8][CH2:19][CH2:20][C:21]2[CH:22]=[CH:23][C:24]([S:27]([C:30]3[CH:31]=[C:32]([CH:38]=[CH:39][CH:40]=3)[C:33]([O:35][CH2:36][CH3:37])=[O:34])(=[O:29])=[O:28])=[CH:25][CH:26]=2)[CH:17]=[CH:16][CH:15]=1. The catalyst class is: 13. (3) Reactant: [Cl:1][C:2]1[CH:11]=[CH:10][C:5]([C:6]([O:8]C)=[O:7])=[C:4]([O:12][C:13]2[CH:18]=[CH:17][C:16]([S:19]([CH3:22])(=[O:21])=[O:20])=[CH:15][C:14]=2[Cl:23])[CH:3]=1.[OH-].[Na+].CO. Product: [Cl:1][C:2]1[CH:11]=[CH:10][C:5]([C:6]([OH:8])=[O:7])=[C:4]([O:12][C:13]2[CH:18]=[CH:17][C:16]([S:19]([CH3:22])(=[O:20])=[O:21])=[CH:15][C:14]=2[Cl:23])[CH:3]=1. The catalyst class is: 1. (4) Reactant: [C:1]([O:5][C:6]([NH:8][C@@H:9]([CH2:13][C:14]1[CH:19]=[CH:18][C:17]([O:20][CH2:21][CH2:22][C@H:23]([CH:25]2[CH2:30][CH2:29][N:28]([C:31]3[O:35][N:34]=[C:33]([CH:36]([CH3:38])[CH3:37])[N:32]=3)[CH2:27][CH2:26]2)[CH3:24])=[CH:16][CH:15]=1)[C:10]([OH:12])=O)=[O:7])([CH3:4])([CH3:3])[CH3:2].C1C=CC2N(O)N=NC=2C=1.O.CCN=C=NCCCN(C)C.[NH:61]1[CH2:65][CH2:64][CH2:63][C@H:62]1[C:66]([NH2:68])=[O:67]. Product: [C:1]([O:5][C:6](=[O:7])[NH:8][C@@H:9]([CH2:13][C:14]1[CH:15]=[CH:16][C:17]([O:20][CH2:21][CH2:22][C@H:23]([CH:25]2[CH2:30][CH2:29][N:28]([C:31]3[O:35][N:34]=[C:33]([CH:36]([CH3:38])[CH3:37])[N:32]=3)[CH2:27][CH2:26]2)[CH3:24])=[CH:18][CH:19]=1)[C:10]([N:61]1[CH2:65][CH2:64][CH2:63][C@H:62]1[C:66](=[O:67])[NH2:68])=[O:12])([CH3:3])([CH3:2])[CH3:4]. The catalyst class is: 59. (5) Reactant: [H-].[Na+].[N+:3]([C:6]1[CH:12]=[CH:11][CH:10]=[CH:9][C:7]=1[NH2:8])([O-:5])=[O:4].C1(C)C=CC=CC=1.[CH2:20]([O:27][C:28](Cl)=[O:29])[C:21]1[CH:26]=[CH:25][CH:24]=[CH:23][CH:22]=1. Product: [CH2:20]([O:27][C:28]([NH:8][C:7]1[CH:9]=[CH:10][CH:11]=[CH:12][C:6]=1[N+:3]([O-:5])=[O:4])=[O:29])[C:21]1[CH:26]=[CH:25][CH:24]=[CH:23][CH:22]=1. The catalyst class is: 30. (6) Reactant: [O:1]=[C:2]1[C:11]2[C:6](=[CH:7][C:8]([C:12]([O:14][CH3:15])=[O:13])=[CH:9][CH:10]=2)[O:5][CH2:4][CH2:3]1.[C:16]1([CH:21]=O)[CH2:20][CH2:19][CH2:18][CH:17]=1.N1CCCC1. Product: [C:16]1([CH:21]=[C:3]2[C:2](=[O:1])[C:11]3[C:6](=[CH:7][C:8]([C:12]([O:14][CH3:15])=[O:13])=[CH:9][CH:10]=3)[O:5][CH2:4]2)[CH2:20][CH2:19][CH2:18][CH:17]=1. The catalyst class is: 5. (7) Reactant: Cl[C:2]1[C:7]([CH:8]([CH2:13][CH2:14][CH3:15])[C:9]([O:11][CH3:12])=[O:10])=[C:6]([CH3:16])[N:5]=[C:4]([C:17]2[CH:22]=[CH:21][CH:20]=[CH:19][CH:18]=2)[N:3]=1.C(N(CC)C(C)C)(C)C.[F:32][C:33]([F:44])([F:43])[C:34]1[CH:39]=[CH:38][C:37](B(O)O)=[CH:36][CH:35]=1. Product: [CH3:16][C:6]1[C:7]([CH:8]([CH2:13][CH2:14][CH3:15])[C:9]([O:11][CH3:12])=[O:10])=[C:2]([C:37]2[CH:38]=[CH:39][C:34]([C:33]([F:44])([F:43])[F:32])=[CH:35][CH:36]=2)[N:3]=[C:4]([C:17]2[CH:22]=[CH:21][CH:20]=[CH:19][CH:18]=2)[N:5]=1. The catalyst class is: 659.